This data is from Reaction yield outcomes from USPTO patents with 853,638 reactions. The task is: Predict the reaction yield, written as a fraction of the theoretical maximum amount of product (1.0 means a 100% yield; for example, 0.34 means a 34% yield). (1) The reactants are [C:1]([Cu])#[N:2].Br[C:5]1[CH:14]=[C:13]2[C:8]([CH:9]=[CH:10][C:11](=[O:20])[N:12]2[CH2:15][C:16]([O:18][CH3:19])=[O:17])=[CH:7][CH:6]=1. The catalyst is CN(C=O)C.CCOCC.C1C=CC([P]([Pd]([P](C2C=CC=CC=2)(C2C=CC=CC=2)C2C=CC=CC=2)([P](C2C=CC=CC=2)(C2C=CC=CC=2)C2C=CC=CC=2)[P](C2C=CC=CC=2)(C2C=CC=CC=2)C2C=CC=CC=2)(C2C=CC=CC=2)C2C=CC=CC=2)=CC=1. The product is [C:1]([C:5]1[CH:14]=[C:13]2[C:8]([CH:9]=[CH:10][C:11](=[O:20])[N:12]2[CH2:15][C:16]([O:18][CH3:19])=[O:17])=[CH:7][CH:6]=1)#[N:2]. The yield is 0.710. (2) The reactants are [NH2:1][C:2]1[C:3]([C:24](O)=[O:25])=[N:4][C:5]([C:8]2[C:13]([C:14]([F:17])([F:16])[F:15])=[CH:12][N:11]=[C:10]([N:18]3[CH2:23][CH2:22][O:21][CH2:20][CH2:19]3)[N:9]=2)=[CH:6][N:7]=1.C(N(C(C)C)C(C)C)C.[NH2:36][C:37]1[C:42]([N:43]2[CH2:48][CH2:47][C:46]([NH:50][C:51](=[O:57])[O:52][C:53]([CH3:56])([CH3:55])[CH3:54])([CH3:49])[CH2:45][CH2:44]2)=[CH:41][CH:40]=[CH:39][N:38]=1. The catalyst is CN(C=O)C. The product is [NH2:1][C:2]1[C:3]([C:24]([NH:36][C:37]2[C:42]([N:43]3[CH2:48][CH2:47][C:46]([NH:50][C:51](=[O:57])[O:52][C:53]([CH3:56])([CH3:55])[CH3:54])([CH3:49])[CH2:45][CH2:44]3)=[CH:41][CH:40]=[CH:39][N:38]=2)=[O:25])=[N:4][C:5]([C:8]2[C:13]([C:14]([F:15])([F:17])[F:16])=[CH:12][N:11]=[C:10]([N:18]3[CH2:23][CH2:22][O:21][CH2:20][CH2:19]3)[N:9]=2)=[CH:6][N:7]=1. The yield is 0.140. (3) The reactants are C(OC(NC1C(=O)N2C(C)(C(O)=O)CCC2=NC=1)=O)C1C=CC=CC=1.C([O:30][C:31]([C:33]1([CH2:54][C:55]2[CH:60]=[CH:59][CH:58]=[CH:57][CH:56]=2)[N:37]2[C:38](=[O:53])[C:39]([NH:42][C:43]([O:45][CH2:46][C:47]3[CH:52]=[CH:51][CH:50]=[CH:49][CH:48]=3)=[O:44])=[CH:40][N:41]=[C:36]2[CH2:35][CH2:34]1)=[O:32])(C)(C)C. No catalyst specified. The product is [CH2:54]([C:33]1([C:31]([OH:32])=[O:30])[N:37]2[C:38](=[O:53])[C:39]([NH:42][C:43]([O:45][CH2:46][C:47]3[CH:52]=[CH:51][CH:50]=[CH:49][CH:48]=3)=[O:44])=[CH:40][N:41]=[C:36]2[CH2:35][CH2:34]1)[C:55]1[CH:56]=[CH:57][CH:58]=[CH:59][CH:60]=1. The yield is 0.950. (4) The reactants are Cl[C:2]([O:4][C:5]1[CH:10]=[CH:9][C:8]([F:11])=[CH:7][CH:6]=1)=[O:3].[CH3:12][N:13]1[CH2:18][CH2:17][N:16]([CH2:19][CH2:20][CH2:21][S:22]([C:25]2[CH:34]=[CH:33][C:28]3[N:29]=[C:30]([NH2:32])[S:31][C:27]=3[CH:26]=2)(=[O:24])=[O:23])[CH2:15][CH2:14]1.CCN(C(C)C)C(C)C. The catalyst is C(Cl)Cl. The product is [CH3:12][N:13]1[CH2:18][CH2:17][N:16]([CH2:19][CH2:20][CH2:21][S:22]([C:25]2[CH:34]=[CH:33][C:28]3[N:29]=[C:30]([NH:32][C:2](=[O:3])[O:4][C:5]4[CH:10]=[CH:9][C:8]([F:11])=[CH:7][CH:6]=4)[S:31][C:27]=3[CH:26]=2)(=[O:23])=[O:24])[CH2:15][CH2:14]1. The yield is 0.200. (5) The reactants are [Si:1]([O:8][C@@H:9]1[C@H:13]([CH2:14][O:15][Si](C(C)(C)C)(C)C)[CH2:12][C@@H:11]([NH:23][C:24]2[CH:29]=[C:28]([NH:30][C@@H:31]3[C:39]4[C:34](=[CH:35][CH:36]=[CH:37][CH:38]=4)[CH2:33][C@@H:32]3[O:40][CH3:41])[N:27]=[CH:26][N:25]=2)[CH2:10]1)([C:4]([CH3:7])([CH3:6])[CH3:5])([CH3:3])[CH3:2].CC(O)=O. The catalyst is C1COCC1. The product is [Si:1]([O:8][C@@H:9]1[CH2:10][C@@H:11]([NH:23][C:24]2[CH:29]=[C:28]([NH:30][C@H:31]3[C:39]4[C:34](=[CH:35][CH:36]=[CH:37][CH:38]=4)[CH2:33][C@H:32]3[O:40][CH3:41])[N:27]=[CH:26][N:25]=2)[CH2:12][C@@H:13]1[CH2:14][OH:15])([C:4]([CH3:7])([CH3:5])[CH3:6])([CH3:3])[CH3:2]. The yield is 0.740. (6) The yield is 0.390. The product is [C:1]([O:5][C:6]([N:8]1[CH2:9][CH2:10][C:11]([OH:14])([CH2:15][CH2:16][NH:17][C:26](=[O:27])[C:25]([F:32])([F:31])[F:24])[CH2:12][CH2:13]1)=[O:7])([CH3:4])([CH3:3])[CH3:2]. The reactants are [C:1]([O:5][C:6]([N:8]1[CH2:13][CH2:12][C:11]([CH2:15][C:16]#[N:17])([OH:14])[CH2:10][CH2:9]1)=[O:7])([CH3:4])([CH3:3])[CH3:2].[H-].[Al+3].[Li+].[H-].[H-].[H-].[F:24][C:25]([F:32])([F:31])[C:26](OCC)=[O:27]. The catalyst is C1COCC1. (7) The reactants are [CH3:1][C:2]1[C:7]([C:8]([OH:10])=O)=[CH:6][N:5]=[C:4]([C:11]2[N:16]=[CH:15][CH:14]=[CH:13][N:12]=2)[N:3]=1.[NH2:17][N:18]1[C:26]2[C:21](=[CH:22][C:23]([F:27])=[CH:24][CH:25]=2)[C:20]([CH2:28][CH2:29][C:30]([CH3:33])([OH:32])[CH3:31])=[CH:19]1.C[N+]1(C2N=C(OC)N=C(OC)N=2)CCOCC1.[Cl-]. The catalyst is CN(C=O)C.C([O-])([O-])=O.[Na+].[Na+]. The product is [F:27][C:23]1[CH:22]=[C:21]2[C:26](=[CH:25][CH:24]=1)[N:18]([NH:17][C:8]([C:7]1[C:2]([CH3:1])=[N:3][C:4]([C:11]3[N:16]=[CH:15][CH:14]=[CH:13][N:12]=3)=[N:5][CH:6]=1)=[O:10])[CH:19]=[C:20]2[CH2:28][CH2:29][C:30]([OH:32])([CH3:31])[CH3:33]. The yield is 0.330. (8) The reactants are C([Li])CCC.Br[C:7]1[CH:12]=[CH:11][C:10]([O:13][CH3:14])=[CH:9][CH:8]=1.[O:15]=[C:16]1[CH2:21][CH2:20][N:19]([C:22]([O:24][C:25]([CH3:28])([CH3:27])[CH3:26])=[O:23])[CH2:18][CH2:17]1. The catalyst is O1CCCC1. The product is [OH:15][C:16]1([C:7]2[CH:12]=[CH:11][C:10]([O:13][CH3:14])=[CH:9][CH:8]=2)[CH2:17][CH2:18][N:19]([C:22]([O:24][C:25]([CH3:28])([CH3:27])[CH3:26])=[O:23])[CH2:20][CH2:21]1. The yield is 0.730. (9) The reactants are [CH2:1]([O:3][C:4]([C:6]1[C:7]([NH:12][CH2:13][C:14]2[CH:15]=[C:16](B(O)O)[CH:17]=[C:18]([O:20][CH:21]([CH3:23])[CH3:22])[CH:19]=2)=[N:8][CH:9]=[CH:10][CH:11]=1)=[O:5])[CH3:2].[Br:27][C:28]1[CH:29]=[C:30]2[C:36](I)=[CH:35][N:34]([S:38]([C:41]3[CH:46]=[CH:45][CH:44]=[CH:43][CH:42]=3)(=[O:40])=[O:39])[C:31]2=[N:32][CH:33]=1.C([O-])([O-])=O.[K+].[K+].O. The catalyst is O1CCOCC1. The product is [Br:27][C:28]1[CH:29]=[C:30]2[C:36]([C:16]3[CH:15]=[C:14]([CH:19]=[C:18]([O:20][CH:21]([CH3:23])[CH3:22])[CH:17]=3)[CH2:13][NH:12][C:7]3[N:8]=[CH:9][CH:10]=[CH:11][C:6]=3[C:4]([O:3][CH2:1][CH3:2])=[O:5])=[CH:35][N:34]([S:38]([C:41]3[CH:46]=[CH:45][CH:44]=[CH:43][CH:42]=3)(=[O:39])=[O:40])[C:31]2=[N:32][CH:33]=1. The yield is 0.530. (10) The reactants are [O:1]1[CH2:5][CH2:4][CH:3]([CH2:6][OH:7])[CH2:2]1.C(N(CC)CC)C.[C:15]1([CH3:25])[CH:20]=[CH:19][C:18]([S:21](Cl)(=[O:23])=[O:22])=[CH:17][CH:16]=1. The catalyst is ClCCl. The product is [CH3:25][C:15]1[CH:20]=[CH:19][C:18]([S:21]([O:7][CH2:6][CH:3]2[CH2:4][CH2:5][O:1][CH2:2]2)(=[O:23])=[O:22])=[CH:17][CH:16]=1. The yield is 0.970.